This data is from CYP3A4 inhibition data for predicting drug metabolism from PubChem BioAssay. The task is: Regression/Classification. Given a drug SMILES string, predict its absorption, distribution, metabolism, or excretion properties. Task type varies by dataset: regression for continuous measurements (e.g., permeability, clearance, half-life) or binary classification for categorical outcomes (e.g., BBB penetration, CYP inhibition). Dataset: cyp3a4_veith. (1) The molecule is COc1cccc(/C=N/n2c(=S)n(C)c3cc(C)c(C)cc32)c1OC. The result is 0 (non-inhibitor). (2) The compound is CC(C)[C@@H](OCc1ccccc1)[C@H](C)/C=N\OC[C@@H](O)[C@@H]1O[C@@H]2OC(C)(C)O[C@@H]2[C@H]1O. The result is 0 (non-inhibitor).